Predict the product of the given reaction. From a dataset of Forward reaction prediction with 1.9M reactions from USPTO patents (1976-2016). (1) Given the reactants [CH:1]1[C:18]2=[C:19]3[C:8]([C:9]4[C:20]5[C:13](=[CH:14][CH:15]=[CH:16][C:17]2=5)[CH:12]=[CH:11][CH:10]=4)=[CH:7][CH:6]=[C:5]2[C:21]([O:23][C:24](=O)[C:3](=[C:4]23)[CH:2]=1)=[O:22].[CH2:26]([NH2:29])[CH:27]=[CH2:28], predict the reaction product. The product is: [CH2:26]([N:29]1[C:21](=[O:22])[C:5]2[C:4]3[C:19]4[C:8](=[CH:7][CH:6]=2)[C:9]2[C:20]5[C:13]([CH:12]=[CH:11][CH:10]=2)=[CH:14][CH:15]=[CH:16][C:17]=5[C:18]=4[CH:1]=[CH:2][C:3]=3[C:24]1=[O:23])[CH:27]=[CH2:28]. (2) The product is: [CH3:39][O:40][C:41]1[CH:46]=[C:45]([CH2:47][N:48]2[CH2:53][CH2:52][N:51]([CH3:54])[CH2:50][CH2:49]2)[CH:44]=[CH:43][C:42]=1[NH:55][C:18]1[N:17]=[CH:16][C:15]2=[CH:14][CH:13]=[C:12]([C:7]3[CH:8]=[CH:9][CH:10]=[CH:11][C:6]=3[N:5]([CH3:29])[S:2]([CH3:1])(=[O:4])=[O:3])[N:20]2[N:19]=1. Given the reactants [CH3:1][S:2]([N:5]([CH3:29])[C:6]1[CH:11]=[CH:10][CH:9]=[CH:8][C:7]=1[C:12]1[N:20]2[C:15]([CH:16]=[N:17][C:18](OS(C(F)(F)F)(=O)=O)=[N:19]2)=[CH:14][CH:13]=1)(=[O:4])=[O:3].C(N(CC)C(C)C)(C)C.[CH3:39][O:40][C:41]1[CH:46]=[C:45]([CH2:47][N:48]2[CH2:53][CH2:52][N:51]([CH3:54])[CH2:50][CH2:49]2)[CH:44]=[CH:43][C:42]=1[NH2:55].COCC(O)C, predict the reaction product.